This data is from Forward reaction prediction with 1.9M reactions from USPTO patents (1976-2016). The task is: Predict the product of the given reaction. (1) The product is: [Cl:1][C:2]1[CH:3]=[C:4]2[CH:10]=[C:9]([CH2:11][N:12]3[C:16]4=[CH:17][N:18]=[CH:19][CH:20]=[C:15]4[C:14]4([CH2:22][CH2:21]4)[C:13]3=[O:23])[N:8]([CH:26]3[CH2:27][CH2:28][S:24](=[O:30])(=[O:29])[CH2:25]3)[C:5]2=[N:6][CH:7]=1. Given the reactants [Cl:1][C:2]1[CH:3]=[C:4]2[CH:10]=[C:9]([CH2:11][N:12]3[C:16]4=[CH:17][N:18]=[CH:19][CH:20]=[C:15]4[C:14]4([CH2:22][CH2:21]4)[C:13]3=[O:23])[NH:8][C:5]2=[N:6][CH:7]=1.[S:24]1(=[O:30])(=[O:29])[CH2:28][CH:27]=[CH:26][CH2:25]1.C(=O)([O-])[O-].[Cs+].[Cs+], predict the reaction product. (2) Given the reactants [CH3:1][O:2][C:3]([O:6][CH3:7])([CH3:5])[CH3:4].C[CH:9](CO)[CH2:10][OH:11], predict the reaction product. The product is: [CH3:4][C:3]1([CH3:5])[O:6][CH2:7][CH:9]([CH2:10][OH:11])[CH2:1][O:2]1. (3) Given the reactants [C:1]([C:3]1[C:12]([O:13][C@H:14]2[CH2:19][CH2:18][C@@H:17]([CH3:20])[CH2:16][CH2:15]2)=[CH:11][CH:10]=[C:9]2[C:4]=1[CH:5]=[CH:6][C:7]([CH2:21][N:22]1[CH:27]3[CH2:28][CH2:29][CH:23]1[CH2:24][CH:25]([C:30]([O:32]C)=[O:31])[CH2:26]3)=[CH:8]2)#[N:2].[OH-].[Na+].O.Cl, predict the reaction product. The product is: [C:1]([C:3]1[C:12]([O:13][C@H:14]2[CH2:15][CH2:16][C@@H:17]([CH3:20])[CH2:18][CH2:19]2)=[CH:11][CH:10]=[C:9]2[C:4]=1[CH:5]=[CH:6][C:7]([CH2:21][N:22]1[CH:27]3[CH2:28][CH2:29][CH:23]1[CH2:24][CH:25]([C:30]([OH:32])=[O:31])[CH2:26]3)=[CH:8]2)#[N:2]. (4) Given the reactants [C:1]([C:5]1[O:9][N:8]=[C:7]([C:10]2[CH:15]=[C:14](Cl)[C:13]([CH:17]3[CH2:19][CH2:18]3)=[CH:12][N:11]=2)[N:6]=1)([CH3:4])([CH3:3])[CH3:2].[F:20][C:21]1[CH:26]=[CH:25][C:24]([OH:27])=[CH:23][CH:22]=1, predict the reaction product. The product is: [C:1]([C:5]1[O:9][N:8]=[C:7]([C:10]2[CH:15]=[C:14]([O:27][C:24]3[CH:25]=[CH:26][C:21]([F:20])=[CH:22][CH:23]=3)[C:13]([CH:17]3[CH2:19][CH2:18]3)=[CH:12][N:11]=2)[N:6]=1)([CH3:4])([CH3:3])[CH3:2]. (5) Given the reactants [Mg].Br[CH:3]([CH3:8])[CH2:4][CH2:5][CH:6]=[CH2:7].[CH3:9][O:10][CH2:11][C@H:12]1[CH2:14][O:13]1, predict the reaction product. The product is: [CH3:9][O:10][CH2:11][C@H:12]([OH:13])[CH2:14][CH:6]([CH3:7])[CH2:5][CH2:4][CH:3]=[CH2:8]. (6) The product is: [I-:44].[F:1][C:2]1[CH:10]=[CH:9][CH:8]=[C:7]2[C:3]=1[CH:4]=[C:5]([C:11]1[CH:16]=[C:15]([C:17]3[C:18]([N:37]([CH3:42])[S:38]([CH3:41])(=[O:39])=[O:40])=[CH:19][C:20]4[O:24][C:23]([C:25]5[CH:26]=[CH:27][C:28]([F:31])=[CH:29][CH:30]=5)=[C:22]([C:32](=[O:33])[NH:34][CH3:35])[C:21]=4[CH:36]=3)[CH:14]=[CH:13][N+:12]=1[CH3:43])[NH:6]2. Given the reactants [F:1][C:2]1[CH:10]=[CH:9][CH:8]=[C:7]2[C:3]=1[CH:4]=[C:5]([C:11]1[CH:16]=[C:15]([C:17]3[C:18]([N:37]([CH3:42])[S:38]([CH3:41])(=[O:40])=[O:39])=[CH:19][C:20]4[O:24][C:23]([C:25]5[CH:30]=[CH:29][C:28]([F:31])=[CH:27][CH:26]=5)=[C:22]([C:32]([NH:34][CH3:35])=[O:33])[C:21]=4[CH:36]=3)[CH:14]=[CH:13][N:12]=1)[NH:6]2.[CH3:43][I:44], predict the reaction product. (7) Given the reactants [CH3:1][O:2][C:3]1[CH:10]=[CH:9][C:6]([CH2:7][NH2:8])=[CH:5][CH:4]=1.[F:11][C:12]1[CH:13]=[C:14]([CH:17]=[CH:18][C:19]=1F)[C:15]#[N:16].C(=O)([O-])O.[Na+], predict the reaction product. The product is: [F:11][C:12]1[CH:13]=[C:14]([CH:17]=[CH:18][C:19]=1[NH:8][CH2:7][C:6]1[CH:9]=[CH:10][C:3]([O:2][CH3:1])=[CH:4][CH:5]=1)[C:15]#[N:16]. (8) Given the reactants [Br:1][C:2]1[CH:7]=[C:6]([C:8]([OH:10])=O)[CH:5]=[CH:4][N:3]=1.C1C=CC2N(O)N=NC=2C=1.CN([C:24]([O:28][N:29]1N=NC2C=CC=C[C:30]1=2)=[N+](C)C)C.F[P-](F)(F)(F)(F)F.Cl.CNOC.C(N(C(C)C)CC)(C)C, predict the reaction product. The product is: [Br:1][C:2]1[CH:7]=[C:6]([CH:5]=[CH:4][N:3]=1)[C:8]([N:29]([O:28][CH3:24])[CH3:30])=[O:10].